Dataset: Reaction yield outcomes from USPTO patents with 853,638 reactions. Task: Predict the reaction yield, written as a fraction of the theoretical maximum amount of product (1.0 means a 100% yield; for example, 0.34 means a 34% yield). The reactants are [CH3:1][O:2][C:3]1[CH:4]=[C:5]2[C:10](=[CH:11][C:12]=1[O:13][CH3:14])[N:9]=[CH:8][CH:7]=[C:6]2[O:15][C:16]1[CH:21]=[CH:20][C:19]([NH2:22])=[CH:18][CH:17]=1.C1([O:29][C:30](=O)[NH:31][C:32]2[CH:37]=[CH:36][CH:35]=[C:34]([S:38]([CH3:41])(=[O:40])=[O:39])[CH:33]=2)C=CC=CC=1.C(OCC)(=O)C.O. The catalyst is CS(C)=O.CO. The product is [CH3:1][O:2][C:3]1[CH:4]=[C:5]2[C:10](=[CH:11][C:12]=1[O:13][CH3:14])[N:9]=[CH:8][CH:7]=[C:6]2[O:15][C:16]1[CH:17]=[CH:18][C:19]([NH:22][C:30]([NH:31][C:32]2[CH:37]=[CH:36][CH:35]=[C:34]([S:38]([CH3:41])(=[O:40])=[O:39])[CH:33]=2)=[O:29])=[CH:20][CH:21]=1. The yield is 0.870.